This data is from Full USPTO retrosynthesis dataset with 1.9M reactions from patents (1976-2016). The task is: Predict the reactants needed to synthesize the given product. Given the product [ClH:19].[CH3:1][C:2]1[CH:3]=[CH:4][C:5]2[N:6]([CH:8]=[C:9]([C:11]([C:13]3[CH:18]=[CH:17][CH:16]=[CH:15][CH:14]=3)=[O:12])[N:10]=2)[CH:7]=1, predict the reactants needed to synthesize it. The reactants are: [CH3:1][C:2]1[CH:3]=[CH:4][C:5]2[N:6]([CH:8]=[C:9]([C:11]([C:13]3[CH:18]=[CH:17][CH:16]=[CH:15][CH:14]=3)=[O:12])[N:10]=2)[CH:7]=1.[ClH:19].C(OCC)C.